Dataset: Full USPTO retrosynthesis dataset with 1.9M reactions from patents (1976-2016). Task: Predict the reactants needed to synthesize the given product. (1) Given the product [O:11]1[C:16]2[CH:17]=[CH:18][C:19]([NH:21][CH:2]3[CH2:3][C:4]4[C:9](=[CH:8][CH:7]=[CH:6][CH:5]=4)[CH2:1]3)=[CH:20][C:15]=2[O:14][CH2:13][CH2:12]1, predict the reactants needed to synthesize it. The reactants are: [CH2:1]1[C:9]2[C:4](=[CH:5][CH:6]=[CH:7][CH:8]=2)[CH2:3][C:2]1=O.[O:11]1[C:16]2[CH:17]=[CH:18][C:19]([NH2:21])=[CH:20][C:15]=2[O:14][CH2:13][CH2:12]1.[BH-](OC(C)=O)(OC(C)=O)OC(C)=O.[Na+].CC(O)=O. (2) Given the product [Cl:1][C:2]1[C:7]([Cl:8])=[CH:6][CH:5]=[CH:4][C:3]=1[S:9]([NH:12][C:13]1[C:18]([O:25][CH2:22][C:23]#[CH:24])=[N:17][CH:16]=[CH:15][N:14]=1)(=[O:11])=[O:10], predict the reactants needed to synthesize it. The reactants are: [Cl:1][C:2]1[C:7]([Cl:8])=[CH:6][CH:5]=[CH:4][C:3]=1[S:9]([NH:12][C:13]1[C:18](Cl)=[N:17][CH:16]=[CH:15][N:14]=1)(=[O:11])=[O:10].[H-].[Na+].[CH2:22]([OH:25])[C:23]#[CH:24]. (3) Given the product [C:1]([O:5][C:6]([N:8]1[CH2:13][CH2:12][CH:11]([O:14][C:15]2[CH:20]=[CH:19][C:18]([N:21]([CH2:22]/[CH:23]=[CH:24]/[C:25]3[CH:26]=[C:27]([CH:30]=[CH:31][CH:32]=3)[C:28]#[N:29])[CH3:35])=[CH:17][CH:16]=2)[CH2:10][CH2:9]1)=[O:7])([CH3:4])([CH3:2])[CH3:3], predict the reactants needed to synthesize it. The reactants are: [C:1]([O:5][C:6]([N:8]1[CH2:13][CH2:12][CH:11]([O:14][C:15]2[CH:20]=[CH:19][C:18]([NH:21][CH2:22]/[CH:23]=[CH:24]/[C:25]3[CH:26]=[C:27]([CH:30]=[CH:31][CH:32]=3)[C:28]#[N:29])=[CH:17][CH:16]=2)[CH2:10][CH2:9]1)=[O:7])([CH3:4])([CH3:3])[CH3:2].C=O.[C:35](O)(=O)C.C([BH3-])#N.[Na+]. (4) The reactants are: [CH3:1][NH:2][CH2:3][CH2:4][C@@H:5]([C:7]1[S:8][CH:9]=[CH:10][CH:11]=1)[OH:6].F[C:13]1[C:22]2[C:17](=[CH:18][CH:19]=[CH:20][CH:21]=2)[CH:16]=[CH:15][CH:14]=1.CC(C)([O-])C.[K+]. Given the product [CH3:1][NH:2][CH2:3][CH2:4][C@H:5]([O:6][C:21]1[CH:20]=[CH:19][CH:18]=[C:17]2[CH:16]=[CH:15][CH:14]=[CH:13][C:22]=12)[C:7]1[S:8][CH:9]=[CH:10][CH:11]=1, predict the reactants needed to synthesize it. (5) The reactants are: [Cl:1][C:2]1[C:3]([F:40])=[C:4]([C:8]([C:34]2[CH:39]=[CH:38][CH:37]=[CH:36][N:35]=2)([C:10]2[N:14]([C:15]([C:28]3[CH:33]=[CH:32][CH:31]=[CH:30][CH:29]=3)([C:22]3[CH:27]=[CH:26][CH:25]=[CH:24][CH:23]=3)[C:16]3[CH:21]=[CH:20][CH:19]=[CH:18][CH:17]=3)[CH:13]=[N:12][CH:11]=2)[OH:9])[CH:5]=[CH:6][CH:7]=1.CC(O)C.[OH-].[Na+]. Given the product [Cl:1][C:2]1[C:3]([F:40])=[C:4]([C:8]([C:34]2[CH:39]=[CH:38][CH:37]=[CH:36][N:35]=2)([C:10]2[N:14]([C:15]([C:16]3[CH:17]=[CH:18][CH:19]=[CH:20][CH:21]=3)([C:28]3[CH:33]=[CH:32][CH:31]=[CH:30][CH:29]=3)[C:22]3[CH:23]=[CH:24][CH:25]=[CH:26][CH:27]=3)[CH:13]=[N:12][CH:11]=2)[OH:9])[CH:5]=[CH:6][CH:7]=1.[Cl:1][C:2]1[C:3]([F:40])=[C:4]([CH:8]([C:10]2[NH:14][CH:13]=[N:12][CH:11]=2)[C:34]2[CH:39]=[CH:38][CH:37]=[CH:36][N:35]=2)[CH:5]=[CH:6][CH:7]=1, predict the reactants needed to synthesize it.